From a dataset of Peptide-MHC class II binding affinity with 134,281 pairs from IEDB. Regression. Given a peptide amino acid sequence and an MHC pseudo amino acid sequence, predict their binding affinity value. This is MHC class II binding data. (1) The peptide sequence is TEAFSTAWQAACKKP. The MHC is HLA-DPA10201-DPB11401 with pseudo-sequence HLA-DPA10201-DPB11401. The binding affinity (normalized) is 0.0805. (2) The peptide sequence is ATPEAKFDSFVAAFT. The MHC is HLA-DPA10201-DPB10101 with pseudo-sequence HLA-DPA10201-DPB10101. The binding affinity (normalized) is 0.252. (3) The peptide sequence is DVSGVQAPVGAITTI. The MHC is DRB1_0301 with pseudo-sequence DRB1_0301. The binding affinity (normalized) is 0. (4) The peptide sequence is IKLVKSSRPDCSEIP. The MHC is DRB1_0901 with pseudo-sequence DRB1_0901. The binding affinity (normalized) is 0.105. (5) The peptide sequence is VKLRRSSAAQVDGFY. The MHC is HLA-DPA10201-DPB11401 with pseudo-sequence HLA-DPA10201-DPB11401. The binding affinity (normalized) is 0.465. (6) The peptide sequence is RGIEYIQHNGVVQES. The MHC is HLA-DPA10201-DPB10101 with pseudo-sequence HLA-DPA10201-DPB10101. The binding affinity (normalized) is 0.317. (7) The peptide sequence is SKISGEWYSIFLASD. The MHC is DRB1_1101 with pseudo-sequence DRB1_1101. The binding affinity (normalized) is 0.0915. (8) The peptide sequence is AALLVVAVGLRV. The MHC is DRB1_0405 with pseudo-sequence DRB1_0405. The binding affinity (normalized) is 0.114.